This data is from Catalyst prediction with 721,799 reactions and 888 catalyst types from USPTO. The task is: Predict which catalyst facilitates the given reaction. (1) Reactant: O[NH:2][C:3](=[O:21])[CH2:4][C:5]1[CH:10]=[CH:9][C:8]([CH2:11][CH2:12][CH2:13][CH2:14][C:15]2[CH:20]=[CH:19][CH:18]=[CH:17][CH:16]=2)=[CH:7][CH:6]=1.[C:22]([O:26][C:27]([NH:29][C:30]1([C:33](O)=[O:34])[CH2:32][CH2:31]1)=[O:28])([CH3:25])([CH3:24])[CH3:23].C1C=CC2N(O)N=NC=2C=1.C(Cl)CCl. Product: [C:22]([O:26][C:27](=[O:28])[NH:29][C:30]1([C:33]([NH:2][C:3](=[O:21])[CH2:4][C:5]2[CH:10]=[CH:9][C:8]([CH2:11][CH2:12][CH2:13][CH2:14][C:15]3[CH:20]=[CH:19][CH:18]=[CH:17][CH:16]=3)=[CH:7][CH:6]=2)=[O:34])[CH2:31][CH2:32]1)([CH3:25])([CH3:23])[CH3:24]. The catalyst class is: 3. (2) Reactant: Br[CH:2]([CH3:4])[CH3:3].[CH:5]1([C:8]2[CH:13]=[C:12]([CH:14]=[O:15])[CH:11]=[C:10]([OH:16])[C:9]=2[C:17]2[CH:22]=[CH:21][C:20]([F:23])=[CH:19][CH:18]=2)[CH2:7][CH2:6]1.C(=O)([O-])[O-].[K+].[K+].CN(C=O)C. Product: [CH:5]1([C:8]2[CH:13]=[C:12]([CH:14]=[O:15])[CH:11]=[C:10]([O:16][CH:2]([CH3:4])[CH3:3])[C:9]=2[C:17]2[CH:18]=[CH:19][C:20]([F:23])=[CH:21][CH:22]=2)[CH2:6][CH2:7]1. The catalyst class is: 84. (3) Reactant: [C:1]([C:3]1[C:4]([O:17][CH3:18])=[C:5]([C:13]([O:15]C)=[O:14])[C:6]2[C:11]([CH:12]=1)=[CH:10][CH:9]=[CH:8][CH:7]=2)#[N:2].O[Li].O.O.CO. Product: [C:1]([C:3]1[C:4]([O:17][CH3:18])=[C:5]([C:13]([OH:15])=[O:14])[C:6]2[C:11]([CH:12]=1)=[CH:10][CH:9]=[CH:8][CH:7]=2)#[N:2]. The catalyst class is: 389. (4) Reactant: [NH2:1][C:2]1[S:3][C:4]([CH3:7])=[N:5][N:6]=1.[C:8]([NH:11][C:12]1[CH:21]=[CH:20][C:15]([S:16](Cl)(=[O:18])=[O:17])=[CH:14][CH:13]=1)(=[O:10])[CH3:9].Cl. Product: [CH3:7][C:4]1[S:3][C:2]([NH:1][S:16]([C:15]2[CH:14]=[CH:13][C:12]([NH:11][C:8](=[O:10])[CH3:9])=[CH:21][CH:20]=2)(=[O:18])=[O:17])=[N:6][N:5]=1. The catalyst class is: 17. (5) Reactant: [H-].[Na+].[CH3:3][N:4]([CH:6]=O)[CH3:5].[F:8][C:9]1[CH:18]=[CH:17][C:16]([O:19][CH2:20][CH2:21][CH3:22])=C2[C:10]=1[C:11](=[O:31])[C:12]([C:23]1[CH:28]=[CH:27][C:26]([O:29][CH3:30])=[CH:25][CH:24]=1)=CN2.CI. Product: [F:8][C:9]1[CH:18]=[CH:17][C:16]([O:19][CH2:20][CH2:21][CH3:22])=[C:5]2[C:10]=1[C:11](=[O:31])[C:12]([C:23]1[CH:28]=[CH:27][C:26]([O:29][CH3:30])=[CH:25][CH:24]=1)=[CH:6][N:4]2[CH3:3]. The catalyst class is: 84. (6) Reactant: C(OC([N:8]1[CH2:11][CH:10]([C:12]([OH:14])=[O:13])[CH2:9]1)=O)(C)(C)C.[ClH:15].O1CCOC[CH2:17]1. Product: [ClH:15].[CH3:17][O:14][C:12]([CH:10]1[CH2:9][NH:8][CH2:11]1)=[O:13]. The catalyst class is: 5. (7) Reactant: [CH:1]([S:4][C:5]1[C:6]([C@H:11]2[C@H:15]([C:16]([O:18][CH2:19][CH3:20])=[O:17])[CH2:14][CH2:13][N:12]2[C:21]([O:23][C:24]([CH3:27])([CH3:26])[CH3:25])=[O:22])=[N:7][CH:8]=[CH:9][CH:10]=1)([CH3:3])[CH3:2].[OH:28]OS([O-])=O.[K+].[OH2:34]. Product: [CH:1]([S:4]([C:5]1[C:6]([C@H:11]2[C@H:15]([C:16]([O:18][CH2:19][CH3:20])=[O:17])[CH2:14][CH2:13][N:12]2[C:21]([O:23][C:24]([CH3:27])([CH3:25])[CH3:26])=[O:22])=[N:7][CH:8]=[CH:9][CH:10]=1)(=[O:28])=[O:34])([CH3:3])[CH3:2]. The catalyst class is: 351. (8) Reactant: C1(P(C2C=CC=CC=2)C2C=CC=CC=2)C=CC=CC=1.C1COCC1.[N:25]([C@H:28]([C:32]1[CH:37]=[C:36]([F:38])[C:35]([F:39])=[C:34]([F:40])[CH:33]=1)[C@@H:29]([OH:31])[CH3:30])=[N+]=[N-].[C:41]([O:45][C:46](=O)[O:47]C(C)(C)C)([CH3:44])([CH3:43])[CH3:42]. Product: [C:41]([O:45][C:46](=[O:47])[NH:25][C@H:28]([C:32]1[CH:37]=[C:36]([F:38])[C:35]([F:39])=[C:34]([F:40])[CH:33]=1)[C@@H:29]([OH:31])[CH3:30])([CH3:44])([CH3:43])[CH3:42]. The catalyst class is: 6. (9) Reactant: [CH:1]1([CH2:4][NH:5][CH2:6][C:7]2[S:11][C:10](B(O)O)=[CH:9][CH:8]=2)[CH2:3][CH2:2]1.Br[C:16]1[CH:17]=[C:18]2[C:22](=[C:23]([C:25]([NH2:27])=[O:26])[CH:24]=1)[NH:21][CH:20]=[C:19]2[CH:28]1[CH2:33][CH2:32][N:31]([S:34]([CH2:37][CH3:38])(=[O:36])=[O:35])[CH2:30][CH2:29]1.C(=O)([O-])[O-].[K+].[K+]. Product: [CH:1]1([CH2:4][NH:5][CH2:6][C:7]2[S:11][C:10]([C:16]3[CH:17]=[C:18]4[C:22](=[C:23]([C:25]([NH2:27])=[O:26])[CH:24]=3)[NH:21][CH:20]=[C:19]4[CH:28]3[CH2:29][CH2:30][N:31]([S:34]([CH2:37][CH3:38])(=[O:35])=[O:36])[CH2:32][CH2:33]3)=[CH:9][CH:8]=2)[CH2:3][CH2:2]1. The catalyst class is: 73.